Dataset: Forward reaction prediction with 1.9M reactions from USPTO patents (1976-2016). Task: Predict the product of the given reaction. (1) Given the reactants C[O:2][C:3]([C:5]1[CH:9]=[CH:8][N:7]([C:10]2[CH:15]=[CH:14][CH:13]=[CH:12][CH:11]=2)[C:6]=1[C:16]1[CH:21]=[CH:20][CH:19]=[CH:18][CH:17]=1)=[O:4].[OH-].[Li+].[OH-].[Na+], predict the reaction product. The product is: [C:10]1([N:7]2[CH:8]=[CH:9][C:5]([C:3]([OH:4])=[O:2])=[C:6]2[C:16]2[CH:21]=[CH:20][CH:19]=[CH:18][CH:17]=2)[CH:11]=[CH:12][CH:13]=[CH:14][CH:15]=1. (2) Given the reactants N1([C:7]2[CH2:11][CH2:10][CH2:9][CH:8]=2)CCCCC1.[C:12]1(=O)[CH2:16]CCC1.N1CCCCC1.[S:24]([O-])([O-:27])(=[O:26])=[O:25].[Mg+2], predict the reaction product. The product is: [C:9]1([CH3:8])[CH:10]=[CH:11][C:7]([S:24]([OH:27])(=[O:26])=[O:25])=[CH:12][CH:16]=1. (3) The product is: [CH3:1][S:2][C:3]1[C:4]([N:16]2[CH2:21][CH2:20][O:19][CH2:18][CH2:17]2)=[N:5][C:6]([C:9]2[CH:14]=[CH:13][C:12]([NH:15][C:29]([NH:28][C:22]3[CH:27]=[CH:26][CH:25]=[CH:24][CH:23]=3)=[O:30])=[CH:11][CH:10]=2)=[N:7][CH:8]=1. Given the reactants [CH3:1][S:2][C:3]1[C:4]([N:16]2[CH2:21][CH2:20][O:19][CH2:18][CH2:17]2)=[N:5][C:6]([C:9]2[CH:14]=[CH:13][C:12]([NH2:15])=[CH:11][CH:10]=2)=[N:7][CH:8]=1.[C:22]1([N:28]=[C:29]=[O:30])[CH:27]=[CH:26][CH:25]=[CH:24][CH:23]=1, predict the reaction product. (4) Given the reactants [CH3:1][C:2]1[N:6]([C:7]2[CH:12]=[CH:11][CH:10]=[C:9]([C:13]([F:16])([F:15])[F:14])[CH:8]=2)[N:5]=[C:4]([C:17]2[CH:22]=[CH:21][N:20]=[CH:19][CH:18]=2)[C:3]=1[C:23](O)=[O:24].Cl.Cl.[NH:28]1[CH2:33][CH2:32][CH:31]([N:34]2[CH2:38][CH2:37][CH2:36][C@H:35]2[CH2:39][OH:40])[CH2:30][CH2:29]1, predict the reaction product. The product is: [OH:40][CH2:39][C@@H:35]1[CH2:36][CH2:37][CH2:38][N:34]1[CH:31]1[CH2:32][CH2:33][N:28]([C:23]([C:3]2[C:4]([C:17]3[CH:18]=[CH:19][N:20]=[CH:21][CH:22]=3)=[N:5][N:6]([C:7]3[CH:12]=[CH:11][CH:10]=[C:9]([C:13]([F:16])([F:14])[F:15])[CH:8]=3)[C:2]=2[CH3:1])=[O:24])[CH2:29][CH2:30]1. (5) Given the reactants [OH:1][C:2]1[CH:3]=[N:4][CH:5]=[CH:6][CH:7]=1.F[C:9]1[CH:10]=[CH:11][C:12]([N+:16]([O-:18])=[O:17])=[C:13]([CH3:15])[CH:14]=1, predict the reaction product. The product is: [CH3:15][C:13]1[CH:14]=[C:9]([CH:10]=[CH:11][C:12]=1[N+:16]([O-:18])=[O:17])[O:1][C:2]1[CH:3]=[N:4][CH:5]=[CH:6][CH:7]=1.